The task is: Regression. Given a peptide amino acid sequence and an MHC pseudo amino acid sequence, predict their binding affinity value. This is MHC class I binding data.. This data is from Peptide-MHC class I binding affinity with 185,985 pairs from IEDB/IMGT. (1) The peptide sequence is NAISSRVDR. The MHC is HLA-A03:01 with pseudo-sequence HLA-A03:01. The binding affinity (normalized) is 0. (2) The peptide sequence is SCRVKLSAL. The MHC is HLA-B08:01 with pseudo-sequence HLA-B08:01. The binding affinity (normalized) is 0.416.